Dataset: Full USPTO retrosynthesis dataset with 1.9M reactions from patents (1976-2016). Task: Predict the reactants needed to synthesize the given product. Given the product [CH2:1]([O:3][C:4](=[O:32])[CH:5]([C:10]1[CH:11]=[C:12]([C:22]2[CH:23]=[CH:24][C:25]([C:28]([F:29])([F:30])[F:31])=[CH:26][CH:27]=2)[CH:13]=[C:14]([CH:16]2[CH2:21][CH2:20][CH2:19][N:18]([S:43]([C:38]3[C:37]4[CH:36]=[CH:35][N:34]=[CH:33][C:42]=4[CH:41]=[CH:40][CH:39]=3)(=[O:44])=[O:45])[CH2:17]2)[CH:15]=1)[CH2:6][CH:7]([CH3:9])[CH3:8])[CH3:2], predict the reactants needed to synthesize it. The reactants are: [CH2:1]([O:3][C:4](=[O:32])[CH:5]([C:10]1[CH:11]=[C:12]([C:22]2[CH:27]=[CH:26][C:25]([C:28]([F:31])([F:30])[F:29])=[CH:24][CH:23]=2)[CH:13]=[C:14]([CH:16]2[CH2:21][CH2:20][CH2:19][NH:18][CH2:17]2)[CH:15]=1)[CH2:6][CH:7]([CH3:9])[CH3:8])[CH3:2].[CH:33]1[C:42]2[CH:41]=[CH:40][CH:39]=[C:38]([S:43](Cl)(=[O:45])=[O:44])[C:37]=2[CH:36]=[CH:35][N:34]=1.CCN(C(C)C)C(C)C.